This data is from Reaction yield outcomes from USPTO patents with 853,638 reactions. The task is: Predict the reaction yield, written as a fraction of the theoretical maximum amount of product (1.0 means a 100% yield; for example, 0.34 means a 34% yield). (1) The reactants are [Cl:1][C:2]1[N:7]=[C:6](Cl)[C:5]([N+:9]([O-:11])=[O:10])=[CH:4][N:3]=1.[CH:12]1([NH2:17])[CH2:16][CH2:15][CH2:14][CH2:13]1.C(N(CC)C(C)C)(C)C. The catalyst is C1COCC1. The product is [Cl:1][C:2]1[N:7]=[C:6]([NH:17][CH:12]2[CH2:16][CH2:15][CH2:14][CH2:13]2)[C:5]([N+:9]([O-:11])=[O:10])=[CH:4][N:3]=1. The yield is 0.840. (2) The reactants are [O:1]=[S:2]1(=[O:25])[N:7]([CH:8]2[CH2:13][CH2:12][N:11](CC3C=CC=CC=3)[CH2:10][CH2:9]2)[CH2:6][C:5]2[CH:21]=[CH:22][CH:23]=[CH:24][C:4]=2[NH:3]1. The catalyst is [Pd]. The product is [O:25]=[S:2]1(=[O:1])[N:7]([CH:8]2[CH2:9][CH2:10][NH:11][CH2:12][CH2:13]2)[CH2:6][C:5]2[CH:21]=[CH:22][CH:23]=[CH:24][C:4]=2[NH:3]1. The yield is 1.00. (3) The reactants are C([O:3][C:4](=O)[C:5]([CH3:27])=[CH:6][CH:7]=[CH:8][C:9]([CH3:26])=[CH:10][CH:11]=[CH:12][CH:13]=[C:14]([CH3:25])[CH:15]=[CH:16][CH:17]=[C:18]([CH3:24])[C:19](OCC)=[O:20])C.[H-].C([Al+]CC(C)C)C(C)C.C1(C)C=CC=CC=1.[OH-].[Na+]. The catalyst is C(Cl)Cl.O. The product is [CH3:24][C:18](=[CH:17][CH:16]=[CH:15][C:14]([CH3:25])=[CH:13][CH:12]=[CH:11][CH:10]=[C:9]([CH3:26])[CH:8]=[CH:7][CH:6]=[C:5]([CH3:27])[CH2:4][OH:3])[CH2:19][OH:20]. The yield is 0.850. (4) The reactants are [CH2:1]([O:3][C:4]([C:6]1[CH:7]=[N:8][C:9]2[C:14]([C:15]=1Cl)=[CH:13][CH:12]=[CH:11][C:10]=2[N+:17]([O-])=O)=[O:5])[CH3:2].[CH3:20][O:21][C:22]1[C:29]([O:30][CH3:31])=[CH:28][CH:27]=[CH:26][C:23]=1[CH2:24][NH2:25]. No catalyst specified. The product is [CH2:1]([O:3][C:4]([C:6]1[CH:7]=[N:8][C:9]2[C:14]([C:15]=1[NH:25][CH2:24][C:23]1[CH:26]=[CH:27][CH:28]=[C:29]([O:30][CH3:31])[C:22]=1[O:21][CH3:20])=[CH:13][CH:12]=[CH:11][C:10]=2[NH2:17])=[O:5])[CH3:2]. The yield is 0.910. (5) The reactants are [N:1]1([CH2:7][CH2:8][C:9]([OH:11])=O)[CH2:6][CH2:5][CH2:4][CH2:3][CH2:2]1.CCN(C(C)C)C(C)C.CCN=C=NCCCN(C)C.C1C=CC2N(O)N=NC=2C=1.[CH3:42][N:43]([CH:51]1[CH2:56][CH2:55][NH:54][CH2:53][CH2:52]1)[C:44](=[O:50])[O:45][C:46]([CH3:49])([CH3:48])[CH3:47]. The catalyst is ClCCl.C(OCC)(=O)C. The product is [CH3:42][N:43]([CH:51]1[CH2:52][CH2:53][N:54]([C:9](=[O:11])[CH2:8][CH2:7][N:1]2[CH2:2][CH2:3][CH2:4][CH2:5][CH2:6]2)[CH2:55][CH2:56]1)[C:44](=[O:50])[O:45][C:46]([CH3:49])([CH3:47])[CH3:48]. The yield is 0.780.